Dataset: Reaction yield outcomes from USPTO patents with 853,638 reactions. Task: Predict the reaction yield, written as a fraction of the theoretical maximum amount of product (1.0 means a 100% yield; for example, 0.34 means a 34% yield). (1) The reactants are [CH:1]1([NH2:5])[CH2:4][CH2:3][CH2:2]1.CCN(C(C)C)C(C)C.[C:15]([C:19]1[N:23]([CH2:24][CH:25]2[CH2:30][CH2:29][O:28][CH2:27][CH2:26]2)[C:22]2[CH:31]=[CH:32][C:33]([S:35]([N:38]3[CH:42]=[C:41]([C:43](O)=[O:44])[CH:40]=[N:39]3)(=[O:37])=[O:36])=[CH:34][C:21]=2[N:20]=1)([CH3:18])([CH3:17])[CH3:16].CN(C(ON1N=NC2C=CC=NC1=2)=[N+](C)C)C.F[P-](F)(F)(F)(F)F. The catalyst is CN(C=O)C. The product is [C:15]([C:19]1[N:23]([CH2:24][CH:25]2[CH2:30][CH2:29][O:28][CH2:27][CH2:26]2)[C:22]2[CH:31]=[CH:32][C:33]([S:35]([N:38]3[CH:42]=[C:41]([C:43]([NH:5][CH:1]4[CH2:4][CH2:3][CH2:2]4)=[O:44])[CH:40]=[N:39]3)(=[O:37])=[O:36])=[CH:34][C:21]=2[N:20]=1)([CH3:18])([CH3:16])[CH3:17]. The yield is 0.470. (2) The catalyst is CN(C)C=O. The reactants are O[C:2]1[CH:9]=[CH:8][C:5]([CH:6]=O)=[CH:4][C:3]=1OC.CO[C:14]1[CH:19]=[CH:18][C:17]([CH2:20]C(O)=O)=[CH:16][CH:15]=1.N1CCCCC1.C(O)(=O)C. The product is [C:5]1([CH:6]=[CH:20][C:17]2[CH:18]=[CH:19][CH:14]=[CH:15][CH:16]=2)[CH:8]=[CH:9][CH:2]=[CH:3][CH:4]=1. The yield is 0.370. (3) The reactants are [Cl:1][CH2:2]C(CCl)=O.[CH2:7]([O:14][C:15]([NH:17][C@H:18]([C:26]([OH:28])=O)[CH2:19][C:20]1[CH:25]=[CH:24][CH:23]=[CH:22][CH:21]=1)=[O:16])[C:8]1[CH:13]=[CH:12][CH:11]=[CH:10][CH:9]=1.[BH4-].[Na+]. The catalyst is CO.O1CCCC1. The product is [CH2:7]([O:14][C:15]([NH:17][C@@H:18]([CH2:19][C:20]1[CH:21]=[CH:22][CH:23]=[CH:24][CH:25]=1)[C@H:26]([OH:28])[CH2:2][Cl:1])=[O:16])[C:8]1[CH:9]=[CH:10][CH:11]=[CH:12][CH:13]=1. The yield is 0.430. (4) The reactants are C([O:8][C:9]1[CH:18]=[C:17]2[C:12]([C:13]([O:19][C:20]3[C:21]([CH3:30])=[N:22][C:23]4[C:28]([CH:29]=3)=[CH:27][CH:26]=[CH:25][N:24]=4)=[CH:14][CH:15]=[N:16]2)=[CH:11][C:10]=1[O:31][CH3:32])C1C=CC=CC=1.CS(O)(=O)=O. The catalyst is FC(F)(F)C(O)=O. The product is [OH:8][C:9]1[CH:18]=[C:17]2[C:12]([C:13]([O:19][C:20]3[C:21]([CH3:30])=[N:22][C:23]4[C:28]([CH:29]=3)=[CH:27][CH:26]=[CH:25][N:24]=4)=[CH:14][CH:15]=[N:16]2)=[CH:11][C:10]=1[O:31][CH3:32]. The yield is 1.00. (5) The reactants are C1(P(C2C=CC=CC=2)C2C=CC=CC=2)C=CC=CC=1.[CH2:20]([C:22]1[CH:23]=[CH:24][C:25]([O:36][CH:37]([CH3:41])[CH2:38][CH2:39][OH:40])=[C:26]([C:28]([C:30]2[CH:35]=[CH:34][CH:33]=[CH:32][CH:31]=2)=[O:29])[CH:27]=1)[CH3:21].[CH2:42]([O:44][C:45](=[O:58])[C:46]([O:49][C:50]1[CH:55]=[CH:54][C:53](O)=[CH:52][C:51]=1[CH3:57])([CH3:48])[CH3:47])[CH3:43]. The catalyst is C1(C)C=CC=CC=1.CCOC(/N=N/C(OCC)=O)=O. The product is [CH2:42]([O:44][C:45](=[O:58])[C:46]([O:49][C:50]1[CH:55]=[CH:54][C:53]([O:40][CH2:39][CH2:38][CH:37]([O:36][C:25]2[CH:24]=[CH:23][C:22]([CH2:20][CH3:21])=[CH:27][C:26]=2[C:28](=[O:29])[C:30]2[CH:31]=[CH:32][CH:33]=[CH:34][CH:35]=2)[CH3:41])=[CH:52][C:51]=1[CH3:57])([CH3:47])[CH3:48])[CH3:43]. The yield is 0.710. (6) The reactants are [C:1]1([CH2:7][C:8]([OH:10])=[O:9])[CH:6]=[CH:5][CH:4]=[CH:3][CH:2]=1.[C:11]([O:15][C:16]([N:18]1[CH2:23][CH2:22][CH:21]([CH2:24][CH2:25]O)[CH2:20][CH2:19]1)=[O:17])([CH3:14])([CH3:13])[CH3:12].C1CCC(N=C=NC2CCCCC2)CC1. The catalyst is C(Cl)Cl.CN(C1C=CN=CC=1)C. The product is [C:11]([O:15][C:16]([N:18]1[CH2:23][CH2:22][CH:21]([CH2:24][CH2:25][O:9][C:8](=[O:10])[CH2:7][C:1]2[CH:6]=[CH:5][CH:4]=[CH:3][CH:2]=2)[CH2:20][CH2:19]1)=[O:17])([CH3:14])([CH3:13])[CH3:12]. The yield is 0.970.